This data is from Forward reaction prediction with 1.9M reactions from USPTO patents (1976-2016). The task is: Predict the product of the given reaction. (1) Given the reactants CC1(C)C(C)(C)OB([C:9]2[CH:14]=[CH:13][C:12]([CH2:15][C:16]([OH:18])=[O:17])=[CH:11][CH:10]=2)O1.[Cl:20][C:21]1[C:26](Cl)=[N:25][CH:24]=[CH:23][N:22]=1.C1(P(C2CCCCC2)C2CCCCC2)CCCCC1.P([O-])([O-])([O-])=O.[K+].[K+].[K+], predict the reaction product. The product is: [Cl:20][C:21]1[C:26]([C:9]2[CH:10]=[CH:11][C:12]([CH2:15][C:16]([OH:18])=[O:17])=[CH:13][CH:14]=2)=[N:25][CH:24]=[CH:23][N:22]=1. (2) Given the reactants [NH2:1][C:2]1[S:3][C:4]2[CH2:31][CH2:30][CH2:29][CH2:28][C:5]=2[C:6]=1[C:7]([NH:9][C:10]1[CH:15]=[CH:14][C:13]([CH2:16][CH2:17][C:18]2[CH:27]=[CH:26][C:21]([C:22]([O:24][CH3:25])=[O:23])=[CH:20][CH:19]=2)=[CH:12][CH:11]=1)=[O:8].C(N(CC)CC)C.[Cl:39][S:40]([C:43]1[CH:44]=[C:45]([CH:49]=[CH:50][CH:51]=1)[C:46](Cl)=[O:47])(=[O:42])=[O:41], predict the reaction product. The product is: [Cl:39][S:40]([C:43]1[CH:44]=[C:45]([CH:49]=[CH:50][CH:51]=1)[C:46]([NH:1][C:2]1[S:3][C:4]2[CH2:31][CH2:30][CH2:29][CH2:28][C:5]=2[C:6]=1[C:7]([NH:9][C:10]1[CH:11]=[CH:12][C:13]([CH2:16][CH2:17][C:18]2[CH:19]=[CH:20][C:21]([C:22]([O:24][CH3:25])=[O:23])=[CH:26][CH:27]=2)=[CH:14][CH:15]=1)=[O:8])=[O:47])(=[O:42])=[O:41]. (3) Given the reactants [F:1][C:2]1[CH:34]=[CH:33][C:5]([C:6]([NH:8][C@H:9]2[C:17]3[C:12](=[CH:13][CH:14]=[C:15]([N:18]4[CH2:23][CH2:22][N:21]([C:24]([O:26][C:27]([CH3:30])([CH3:29])[CH3:28])=[O:25])[CH2:20][C:19]4=O)[CH:16]=3)[CH2:11][C@@H:10]2[OH:32])=[O:7])=[CH:4][CH:3]=1.O.C(=O)(O)[O-].[Na+], predict the reaction product. The product is: [F:1][C:2]1[CH:3]=[CH:4][C:5]([C:6]([NH:8][C@H:9]2[C:17]3[C:12](=[CH:13][CH:14]=[C:15]([N:18]4[CH2:23][CH2:22][N:21]([C:24]([O:26][C:27]([CH3:30])([CH3:28])[CH3:29])=[O:25])[CH2:20][CH2:19]4)[CH:16]=3)[CH2:11][C@@H:10]2[OH:32])=[O:7])=[CH:33][CH:34]=1. (4) Given the reactants Cl.[NH2:2][C@@H:3]([CH2:17][CH2:18][CH2:19][CH3:20])[C@@H:4]([OH:16])[CH2:5][NH:6][S:7]([C:10]1[CH:15]=[CH:14][CH:13]=[CH:12][N:11]=1)(=[O:9])=[O:8].Cl.N[C@@H](CCCC)[C@H](O)CNS(C1C=CC=CN=1)(=O)=O.C(N(CC)C(C)C)(C)C.[C:50](=O)([O:73]C1C=CC([N+]([O-])=O)=CC=1)[O:51][C@H:52]([CH2:57][N:58]1[CH:62]=[CH:61][C:60]([C:63]2[CH:68]=[CH:67][C:66]([C:69]([F:72])([F:71])[F:70])=[CH:65][CH:64]=2)=[N:59]1)[C:53]([CH3:56])([CH3:55])[CH3:54], predict the reaction product. The product is: [OH:16][C@H:4]([C@@H:3]([NH:2][C:50](=[O:73])[O:51][C@H:52]([CH2:57][N:58]1[CH:62]=[CH:61][C:60]([C:63]2[CH:64]=[CH:65][C:66]([C:69]([F:70])([F:71])[F:72])=[CH:67][CH:68]=2)=[N:59]1)[C:53]([CH3:56])([CH3:55])[CH3:54])[CH2:17][CH2:18][CH2:19][CH3:20])[CH2:5][NH:6][S:7]([C:10]1[CH:15]=[CH:14][CH:13]=[CH:12][N:11]=1)(=[O:9])=[O:8]. (5) Given the reactants [ClH:1].Cl.[Br:3][C:4]1[CH:5]=[C:6]([CH:12]([C:21]([CH2:25][CH3:26])([OH:24])[CH2:22][CH3:23])[CH2:13][N:14]2[CH2:19][CH2:18][N:17](C)[CH2:16][CH2:15]2)[CH:7]=[CH:8][C:9]=1[O:10][CH3:11].BrC1C=C(C(C(CC)(O)CC)C(N2CCN(C(OC(C)(C)C)=O)CC2)=O)C=CC=1OC.Cl, predict the reaction product. The product is: [ClH:1].[ClH:1].[Br:3][C:4]1[CH:5]=[C:6]([CH:12]([C:21]([CH2:22][CH3:23])([OH:24])[CH2:25][CH3:26])[CH2:13][N:14]2[CH2:15][CH2:16][NH:17][CH2:18][CH2:19]2)[CH:7]=[CH:8][C:9]=1[O:10][CH3:11].